Dataset: Catalyst prediction with 721,799 reactions and 888 catalyst types from USPTO. Task: Predict which catalyst facilitates the given reaction. (1) Reactant: [C:1]([O:5][C:6]([N:8]1[CH2:15][CH:14]2[NH:16][CH:10]([CH2:11][NH:12][CH2:13]2)[CH2:9]1)=[O:7])([CH3:4])([CH3:3])[CH3:2].[F:17][C:18]1[CH:25]=[CH:24][C:21]([CH2:22]Cl)=[CH:20][CH:19]=1.C([O-])(O)=O.[Na+]. Product: [C:1]([O:5][C:6]([N:8]1[CH2:9][CH:10]2[NH:16][CH:14]([CH2:13][N:12]([CH2:22][C:21]3[CH:24]=[CH:25][C:18]([F:17])=[CH:19][CH:20]=3)[CH2:11]2)[CH2:15]1)=[O:7])([CH3:4])([CH3:2])[CH3:3]. The catalyst class is: 14. (2) Product: [NH2:8][C:5]1[CH:6]=[CH:7][C:2]([Br:1])=[CH:3][C:4]=1[NH:9][C:17](=[O:18])[CH2:16][C:14]1[CH:15]=[N:10][CH:11]=[N:12][CH:13]=1. Reactant: [Br:1][C:2]1[CH:3]=[C:4]([NH2:9])[C:5]([NH2:8])=[CH:6][CH:7]=1.[N:10]1[CH:15]=[C:14]([CH2:16][C:17](O)=[O:18])[CH:13]=[N:12][CH:11]=1.CN(C(ON1N=NC2C=CC=NC1=2)=[N+](C)C)C.F[P-](F)(F)(F)(F)F.C(N(CC)CC)C. The catalyst class is: 2. (3) Reactant: [CH3:1][C:2]1[C:6]([C:7]2[CH:8]=[C:9]([C:19]([C:21]3[CH:26]=[CH:25][CH:24]=[CH:23][N:22]=3)=[O:20])[C:10]3[N:14]=[C:13]([O:15][CH2:16][CH3:17])[NH:12][C:11]=3[CH:18]=2)=[C:5]([CH3:27])[O:4][N:3]=1.[CH:28]1([Mg]Cl)[CH2:33][CH2:32][CH2:31][CH2:30][CH2:29]1. Product: [CH:28]1([C:19]([C:9]2[C:10]3[N:14]=[C:13]([O:15][CH2:16][CH3:17])[NH:12][C:11]=3[CH:18]=[C:7]([C:6]3[C:2]([CH3:1])=[N:3][O:4][C:5]=3[CH3:27])[CH:8]=2)([C:21]2[CH:26]=[CH:25][CH:24]=[CH:23][N:22]=2)[OH:20])[CH2:33][CH2:32][CH2:31][CH2:30][CH2:29]1. The catalyst class is: 1.